This data is from Forward reaction prediction with 1.9M reactions from USPTO patents (1976-2016). The task is: Predict the product of the given reaction. (1) Given the reactants Cl.[F:2][C:3]1([F:15])[CH2:7][NH:6][C@H:5]([CH2:8][CH2:9][CH2:10][CH2:11][C:12]([OH:14])=[O:13])[CH2:4]1.[Br:16][C:17]1[CH:22]=[C:21]([F:23])[CH:20]=[CH:19][C:18]=1[C@H:24]1[C:29]([C:30]([O:32][CH2:33][CH3:34])=[O:31])=[C:28]([CH2:35]Br)[NH:27][C:26]([C:37]2[S:38][CH:39]=[CH:40][N:41]=2)=[N:25]1.C([O-])([O-])=O.[K+].[K+], predict the reaction product. The product is: [Br:16][C:17]1[CH:22]=[C:21]([F:23])[CH:20]=[CH:19][C:18]=1[C@@H:24]1[N:25]=[C:26]([C:37]2[S:38][CH:39]=[CH:40][N:41]=2)[NH:27][C:28]([CH2:35][N:6]2[CH2:7][C:3]([F:2])([F:15])[CH2:4][C@H:5]2[CH2:8][CH2:9][CH2:10][CH2:11][C:12]([OH:14])=[O:13])=[C:29]1[C:30]([O:32][CH2:33][CH3:34])=[O:31]. (2) Given the reactants [Cl:1][C:2]1[CH:3]=[C:4]([NH:17][C:18]2[C:27]3[C:22](=[CH:23][CH:24]=[C:25]([C:28]4[O:29][C:30]([CH:33]=O)=[CH:31][CH:32]=4)[CH:26]=3)[N:21]=[CH:20][N:19]=2)[CH:5]=[CH:6][C:7]=1[O:8][CH2:9][C:10]1[CH:15]=[CH:14][CH:13]=[C:12]([F:16])[CH:11]=1.Cl.C[O:37][C:38](=[O:47])[C@H:39]([CH2:41][CH2:42][C:43]([O:45]C)=[O:44])[NH2:40].C(N(C(C)C)CC)(C)C.C(O[BH-](OC(=O)C)OC(=O)C)(=O)C.[Na+].[OH-].[Na+].Cl, predict the reaction product. The product is: [Cl:1][C:2]1[CH:3]=[C:4]([NH:17][C:18]2[C:27]3[C:22](=[CH:23][CH:24]=[C:25]([C:28]4[O:29][C:30]([CH2:33][NH:40][CH:39]([C:38]([OH:37])=[O:47])[CH2:41][CH2:42][C:43]([OH:45])=[O:44])=[CH:31][CH:32]=4)[CH:26]=3)[N:21]=[CH:20][N:19]=2)[CH:5]=[CH:6][C:7]=1[O:8][CH2:9][C:10]1[CH:15]=[CH:14][CH:13]=[C:12]([F:16])[CH:11]=1.